The task is: Regression. Given two drug SMILES strings and cell line genomic features, predict the synergy score measuring deviation from expected non-interaction effect.. This data is from Merck oncology drug combination screen with 23,052 pairs across 39 cell lines. Drug 1: COC12C(COC(N)=O)C3=C(C(=O)C(C)=C(N)C3=O)N1CC1NC12. Drug 2: O=C(NOCC(O)CO)c1ccc(F)c(F)c1Nc1ccc(I)cc1F. Cell line: ES2. Synergy scores: synergy=22.0.